From a dataset of PAMPA (Parallel Artificial Membrane Permeability Assay) permeability data from NCATS. Regression/Classification. Given a drug SMILES string, predict its absorption, distribution, metabolism, or excretion properties. Task type varies by dataset: regression for continuous measurements (e.g., permeability, clearance, half-life) or binary classification for categorical outcomes (e.g., BBB penetration, CYP inhibition). Dataset: pampa_ncats. (1) The drug is CC1=CC=CC=C1CSC2=NC3=C(N2)C=C(C=N3)Br. The result is 1 (high permeability). (2) The compound is COC(=O)CNC(=O)C1=NC(=C2N1C=CC=C2)C3=CC=C(C=C3)[S+](=O)(C)[O-]. The result is 1 (high permeability). (3) The result is 1 (high permeability). The compound is C1CN(CCC1C(=O)N)C2=NC(=CS2)C3=CC=C(C=C3)F. (4) The drug is CC1=CC=CC=C1N(C)C2CN(C2)[S+](=O)(C3=CC=CC(=C3)C(F)(F)F)[O-]. The result is 1 (high permeability). (5) The molecule is CN1C2=C(C(=O)N(C1=O)C)N(C(=N2)Cl)CC3=CC=C(C=C3)Cl. The result is 1 (high permeability). (6) The compound is COC1=CC\2=C(C=C1)NC(=O)/C2=C\C3=CN=CN3. The result is 1 (high permeability). (7) The drug is CCOC1=CC=C(C=C1)NC2=NC(=NC(=C2NC(=O)C3=CC=C(C=C3)C)C)NC4=CC=C(C=C4)OCC. The result is 1 (high permeability).